From a dataset of Forward reaction prediction with 1.9M reactions from USPTO patents (1976-2016). Predict the product of the given reaction. (1) Given the reactants Cl.[NH2:2][C@@H:3]([C:5]1[C:10]([F:11])=[CH:9][C:8]([NH:12][S:13]([CH3:16])(=[O:15])=[O:14])=[C:7]([CH3:17])[CH:6]=1)[CH3:4].[F:18][C:19]([F:34])([F:33])[C:20]1[CH:32]=[CH:31][C:23]2[O:24][C@H:25]([C:28](O)=[O:29])[CH2:26][O:27][C:22]=2[CH:21]=1.F[P-](F)(F)(F)(F)F.C[N+](C)=C(N(C)C)ON1C2N=CC=CC=2N=N1.C(N(CC)C(C)C)(C)C, predict the reaction product. The product is: [F:11][C:10]1[CH:9]=[C:8]([NH:12][S:13]([CH3:16])(=[O:15])=[O:14])[C:7]([CH3:17])=[CH:6][C:5]=1[C@H:3]([NH:2][C:28]([C@H:25]1[O:24][C:23]2[CH:31]=[CH:32][C:20]([C:19]([F:34])([F:18])[F:33])=[CH:21][C:22]=2[O:27][CH2:26]1)=[O:29])[CH3:4]. (2) Given the reactants [F-].[Cs+].[Cl:3][C:4]1[CH:9]=[CH:8][C:7](I)=[CH:6][CH:5]=1.[C:11]([O:15][C:16](=[O:40])[N:17]([CH2:29][C:30]1[CH:35]=[CH:34][C:33]([O:36][CH3:37])=[CH:32][C:31]=1[O:38][CH3:39])[C:18]1[CH:19]=[CH:20][C:21]2[NH:22][C:23](=[O:28])[NH:24][CH2:25][C:26]=2[N:27]=1)([CH3:14])([CH3:13])[CH3:12].CN[CH2:43][CH2:44]NC, predict the reaction product. The product is: [C:11]([O:15][C:16](=[O:40])[N:17]([C:18]1[CH:19]=[CH:20][C:21]2[N:22]([C:44]3[CH:43]=[CH:9][C:4]([Cl:3])=[CH:5][CH:6]=3)[C:23](=[O:28])[N:24]([C:7]3[CH:8]=[CH:9][C:4]([Cl:3])=[CH:5][CH:6]=3)[CH2:25][C:26]=2[N:27]=1)[CH2:29][C:30]1[CH:35]=[CH:34][C:33]([O:36][CH3:37])=[CH:32][C:31]=1[O:38][CH3:39])([CH3:14])([CH3:13])[CH3:12].[C:11]([O:15][C:16](=[O:40])[N:17]([C:18]1[CH:19]=[CH:20][C:21]2[N:22]([C:7]3[CH:8]=[CH:9][C:4]([Cl:3])=[CH:5][CH:6]=3)[C:23](=[O:28])[NH:24][CH2:25][C:26]=2[N:27]=1)[CH2:29][C:30]1[CH:35]=[CH:34][C:33]([O:36][CH3:37])=[CH:32][C:31]=1[O:38][CH3:39])([CH3:14])([CH3:12])[CH3:13]. (3) Given the reactants C(OC([N:8]1[CH2:13][CH2:12][N:11]([CH2:14][CH2:15][CH2:16][O:17][C:18]2[CH:23]=[CH:22][C:21]([C:24]([N:26]3[CH2:35][C:34]4[CH:33]=[N:32][N:31]([CH3:36])[C:30]=4[NH:29][C:28]4[CH:37]=[CH:38][CH:39]=[CH:40][C:27]3=4)=[O:25])=[CH:20][C:19]=2[F:41])[CH2:10][CH2:9]1)=O)(C)(C)C.[ClH:42], predict the reaction product. The product is: [ClH:42].[ClH:42].[F:41][C:19]1[CH:20]=[C:21]([C:24]([N:26]2[CH2:35][C:34]3[CH:33]=[N:32][N:31]([CH3:36])[C:30]=3[NH:29][C:28]3[CH:37]=[CH:38][CH:39]=[CH:40][C:27]2=3)=[O:25])[CH:22]=[CH:23][C:18]=1[O:17][CH2:16][CH2:15][CH2:14][N:11]1[CH2:10][CH2:9][NH:8][CH2:13][CH2:12]1. (4) Given the reactants Cl.[C:2]1([S:8]([CH2:11][C:12]2[C:17]([C:18]([O:20][CH3:21])=[O:19])=[C:16]([CH2:22][CH2:23][CH2:24][NH:25]C(OC(C)(C)C)=O)[C:15]([C:33]3[CH:37]=[CH:36][O:35][CH:34]=3)=[CH:14][CH:13]=2)(=[O:10])=[O:9])[CH:7]=[CH:6][CH:5]=[CH:4][CH:3]=1, predict the reaction product. The product is: [NH2:25][CH2:24][CH2:23][CH2:22][C:16]1[C:15]([C:33]2[CH:37]=[CH:36][O:35][CH:34]=2)=[CH:14][CH:13]=[C:12]([CH2:11][S:8]([C:2]2[CH:3]=[CH:4][CH:5]=[CH:6][CH:7]=2)(=[O:10])=[O:9])[C:17]=1[C:18]([O:20][CH3:21])=[O:19]. (5) Given the reactants [F:1][C:2]1[CH:29]=[CH:28][C:5]2[S:6][C:7]([C:9]3[C:18]([N:19]([CH:21]([CH3:23])[CH3:22])[CH3:20])=[N:17][C:16]4[C:11](=[CH:12][CH:13]=[C:14]([C:24]([O:26]C)=[O:25])[CH:15]=4)[N:10]=3)=[CH:8][C:4]=2[CH:3]=1.[OH-].[Na+].O, predict the reaction product. The product is: [F:1][C:2]1[CH:29]=[CH:28][C:5]2[S:6][C:7]([C:9]3[C:18]([N:19]([CH:21]([CH3:22])[CH3:23])[CH3:20])=[N:17][C:16]4[C:11](=[CH:12][CH:13]=[C:14]([C:24]([OH:26])=[O:25])[CH:15]=4)[N:10]=3)=[CH:8][C:4]=2[CH:3]=1. (6) Given the reactants C=O.[F:3][C:4]([F:23])([F:22])[C:5]1[CH:6]=[C:7]([S:11]([N:14]2[CH2:19][CH2:18][CH:17]([O:20][NH2:21])[CH2:16][CH2:15]2)(=[O:13])=[O:12])[CH:8]=[CH:9][CH:10]=1.[C:24](O[BH-](OC(=O)C)OC(=O)C)(=O)C.[Na+], predict the reaction product. The product is: [CH3:24][NH:21][O:20][CH:17]1[CH2:16][CH2:15][N:14]([S:11]([C:7]2[CH:8]=[CH:9][CH:10]=[C:5]([C:4]([F:3])([F:22])[F:23])[CH:6]=2)(=[O:13])=[O:12])[CH2:19][CH2:18]1. (7) Given the reactants [Na].[NH:2]1[CH:6]=[N:5][CH:4]=[N:3]1.[CH3:7][O:8][CH2:9][CH2:10][O:11][CH2:12][C:13]1[CH:18]=[CH:17][C:16]([C@H:19]2[C@H:24]([O:25][CH2:26][CH2:27]OS(C3C=CC(C)=CC=3)(=O)=O)[CH2:23][N:22]([C:39]([O:41][CH2:42][C:43]3[CH:48]=[CH:47][CH:46]=[CH:45][CH:44]=3)=[O:40])[CH2:21][C@@H:20]2[O:49][CH2:50][C:51]2[CH:52]=[CH:53][C:54]3[O:59][CH2:58][CH2:57][N:56]([CH2:60][CH2:61][CH2:62][O:63][CH3:64])[C:55]=3[CH:65]=2)=[CH:15][CH:14]=1, predict the reaction product. The product is: [CH3:7][O:8][CH2:9][CH2:10][O:11][CH2:12][C:13]1[CH:18]=[CH:17][C:16]([C@H:19]2[C@H:24]([O:25][CH2:26][CH2:27][N:2]3[CH:6]=[N:5][CH:4]=[N:3]3)[CH2:23][N:22]([C:39]([O:41][CH2:42][C:43]3[CH:48]=[CH:47][CH:46]=[CH:45][CH:44]=3)=[O:40])[CH2:21][C@@H:20]2[O:49][CH2:50][C:51]2[CH:52]=[CH:53][C:54]3[O:59][CH2:58][CH2:57][N:56]([CH2:60][CH2:61][CH2:62][O:63][CH3:64])[C:55]=3[CH:65]=2)=[CH:15][CH:14]=1. (8) Given the reactants C([O:3][C:4](=[O:17])[CH2:5][S:6](=[O:16])(=[O:15])[NH:7][C:8]1[CH:13]=[CH:12][C:11]([I:14])=[CH:10][CH:9]=1)C.CO.[OH-].[Li+], predict the reaction product. The product is: [I:14][C:11]1[CH:10]=[CH:9][C:8]([NH:7][S:6]([CH2:5][C:4]([OH:17])=[O:3])(=[O:15])=[O:16])=[CH:13][CH:12]=1.